From a dataset of Full USPTO retrosynthesis dataset with 1.9M reactions from patents (1976-2016). Predict the reactants needed to synthesize the given product. (1) Given the product [Cl:1][C:2]1[CH:10]=[CH:9][CH:8]=[C:7]2[C:3]=1[C:4]([C:15]([NH:50][CH2:49][CH:46]1[CH2:47][CH2:48][C:43]([F:51])([F:42])[CH2:44][CH2:45]1)=[O:17])=[CH:5][N:6]2[CH2:11][CH2:12][O:13][CH3:14], predict the reactants needed to synthesize it. The reactants are: [Cl:1][C:2]1[CH:10]=[CH:9][CH:8]=[C:7]2[C:3]=1[C:4]([C:15]([OH:17])=O)=[CH:5][N:6]2[CH2:11][CH2:12][O:13][CH3:14].CN(C(ON1N=NC2C=CC=NC1=2)=[N+](C)C)C.F[P-](F)(F)(F)(F)F.[F:42][C:43]1([F:51])[CH2:48][CH2:47][CH:46]([CH2:49][NH2:50])[CH2:45][CH2:44]1.CCN(C(C)C)C(C)C. (2) Given the product [F:8][C:5]1[CH:4]=[N:3][C:2]([N:14]2[CH2:13][CH2:12][NH:11][C@H:10]([CH3:9])[CH2:15]2)=[N:7][CH:6]=1, predict the reactants needed to synthesize it. The reactants are: Cl[C:2]1[N:7]=[CH:6][C:5]([F:8])=[CH:4][N:3]=1.[CH3:9][C@@H:10]1[CH2:15][NH:14][CH2:13][CH2:12][NH:11]1. (3) Given the product [NH2:16][C:12]1[CH:13]=[C:14]([F:15])[C:9]([OH:8])=[C:10]([F:19])[CH:11]=1, predict the reactants needed to synthesize it. The reactants are: C([O:8][C:9]1[C:14]([F:15])=[CH:13][C:12]([N+:16]([O-])=O)=[CH:11][C:10]=1[F:19])C1C=CC=CC=1. (4) Given the product [C:36]([C:18]1[CH:17]=[C:16]([S:13]([NH:7][C:8]2[N:9]=[CH:10][S:11][CH:12]=2)(=[O:15])=[O:14])[CH:21]=[CH:20][C:19]=1[O:22][C:23]1[CH:24]=[N:25][C:26]([C:44]2[CH:43]=[CH:42][CH:41]=[C:40]([F:39])[CH:45]=2)=[CH:27][C:28]=1[C:29]1[CH:30]=[N:31][CH:32]=[CH:33][CH:34]=1)#[N:37], predict the reactants needed to synthesize it. The reactants are: C(OC(=O)[N:7]([S:13]([C:16]1[CH:21]=[CH:20][C:19]([O:22][C:23]2[CH:24]=[N:25][C:26](Cl)=[CH:27][C:28]=2[C:29]2[CH:30]=[N:31][CH:32]=[CH:33][CH:34]=2)=[C:18]([C:36]#[N:37])[CH:17]=1)(=[O:15])=[O:14])[C:8]1[N:9]=[CH:10][S:11][CH:12]=1)(C)(C)C.[F:39][C:40]1[CH:41]=[C:42](B(O)O)[CH:43]=[CH:44][CH:45]=1.C([O-])([O-])=O.[Na+].[Na+].O.